Predict which catalyst facilitates the given reaction. From a dataset of Catalyst prediction with 721,799 reactions and 888 catalyst types from USPTO. (1) Reactant: [H-].[Na+].[C:3]([NH:7][C:8]1[C:13]([CH2:14][NH:15][C:16]2[CH:21]=[CH:20][C:19]([F:22])=[C:18]([N+:23]([O-:25])=[O:24])[CH:17]=2)=[CH:12][N:11]=[C:10]([Cl:26])[CH:9]=1)([CH3:6])([CH3:5])[CH3:4].Cl[C:28](Cl)([O:30]C(=O)OC(Cl)(Cl)Cl)Cl. Product: [C:3]([N:7]1[C:8]2[CH:9]=[C:10]([Cl:26])[N:11]=[CH:12][C:13]=2[CH2:14][N:15]([C:16]2[CH:21]=[CH:20][C:19]([F:22])=[C:18]([N+:23]([O-:25])=[O:24])[CH:17]=2)[C:28]1=[O:30])([CH3:6])([CH3:4])[CH3:5]. The catalyst class is: 12. (2) Reactant: [F:1][C:2]1[CH:3]=[C:4]([CH:43]=[C:44]([F:46])[CH:45]=1)[CH2:5][N:6]1[CH:10]=[C:9]([C:11]2[C:19]3[C:14](=[N:15][CH:16]=[C:17]([C:20]4[CH:21]=[CH:22][C:23]([O:31][CH3:32])=[C:24]([NH:26][S:27]([CH3:30])(=[O:29])=[O:28])[CH:25]=4)[CH:18]=3)[N:13](S(C3C=CC(C)=CC=3)(=O)=O)[CH:12]=2)[CH:8]=[N:7]1.[OH-].[Li+]. Product: [F:46][C:44]1[CH:43]=[C:4]([CH:3]=[C:2]([F:1])[CH:45]=1)[CH2:5][N:6]1[CH:10]=[C:9]([C:11]2[C:19]3[C:14](=[N:15][CH:16]=[C:17]([C:20]4[CH:21]=[CH:22][C:23]([O:31][CH3:32])=[C:24]([NH:26][S:27]([CH3:30])(=[O:28])=[O:29])[CH:25]=4)[CH:18]=3)[NH:13][CH:12]=2)[CH:8]=[N:7]1. The catalyst class is: 87. (3) Reactant: [Br:1][C:2]1[CH:3]=[C:4]([CH:17]=[CH:18][C:19]=1[Cl:20])[C:5]([N:7]([C:9]1[CH:14]=[CH:13][CH:12]=[CH:11][C:10]=1[O:15]C)[CH3:8])=[O:6].B(Br)(Br)Br. Product: [Br:1][C:2]1[CH:3]=[C:4]([CH:17]=[CH:18][C:19]=1[Cl:20])[C:5]([N:7]([C:9]1[CH:14]=[CH:13][CH:12]=[CH:11][C:10]=1[OH:15])[CH3:8])=[O:6]. The catalyst class is: 2. (4) Reactant: [C:1]([C:5]1[C:9]([CH2:10][CH2:11][C:12]([O:14][CH3:15])=[O:13])=[CH:8][NH:7][N:6]=1)([CH3:4])([CH3:3])[CH3:2].[H-].[Na+].Br[C:19]1[CH:24]=[CH:23][C:22]([Br:25])=[CH:21][N:20]=1.Cl.[CH3:27]N(C)C=O. Product: [Br:25][C:22]1[CH:23]=[CH:24][C:19]([N:7]2[CH:8]=[C:9]([CH2:10][CH2:11][C:12]([O:14][CH2:15][CH3:27])=[O:13])[C:5]([C:1]([CH3:4])([CH3:2])[CH3:3])=[N:6]2)=[N:20][CH:21]=1. The catalyst class is: 6. (5) Reactant: [C:1](Cl)(=[O:8])[C:2]1[CH:7]=[CH:6][CH:5]=[CH:4][CH:3]=1.[Br:10][C:11]1[CH:12]=[C:13]([C:19]2[CH:24]=[CH:23][CH:22]=[CH:21][CH:20]=2)[CH:14]=[C:15]([Br:18])[C:16]=1[NH2:17].O. Product: [Br:10][C:11]1[CH:12]=[C:13]([C:19]2[CH:24]=[CH:23][CH:22]=[CH:21][CH:20]=2)[CH:14]=[C:15]([Br:18])[C:16]=1[NH:17][C:1](=[O:8])[C:2]1[CH:7]=[CH:6][CH:5]=[CH:4][CH:3]=1. The catalyst class is: 17.